Dataset: Catalyst prediction with 721,799 reactions and 888 catalyst types from USPTO. Task: Predict which catalyst facilitates the given reaction. Reactant: CN1CCOCC1.[C:8]([O:12][C:13]([NH:15][C@H:16]([CH2:21][C:22]1[CH:27]=[C:26]([F:28])[C:25]([F:29])=[CH:24][C:23]=1[F:30])[CH2:17][C:18]([OH:20])=O)=[O:14])([CH3:11])([CH3:10])[CH3:9].ClC(OCC(C)C)=O.Cl.[CH3:40][C@H:41]1[NH:47][CH2:46][CH2:45][CH2:44][NH:43][C:42]1=[O:48]. Product: [C:8]([O:12][C:13]([NH:15][C@H:16]([CH2:21][C:22]1[CH:27]=[C:26]([F:28])[C:25]([F:29])=[CH:24][C:23]=1[F:30])[CH2:17][C:18]([N:47]1[CH2:46][CH2:45][CH2:44][NH:43][C:42](=[O:48])[C@H:41]1[CH3:40])=[O:20])=[O:14])([CH3:9])([CH3:10])[CH3:11]. The catalyst class is: 139.